This data is from Buchwald-Hartwig C-N cross coupling reaction yields with 55,370 reactions. The task is: Predict the reaction yield, written as a fraction of the theoretical maximum amount of product (1.0 means a 100% yield; for example, 0.34 means a 34% yield). (1) The reactants are Brc1ccccn1.Cc1ccc(N)cc1.O=S(=O)(O[Pd]1c2ccccc2-c2ccccc2N~1)C(F)(F)F.COc1ccc(OC)c(P(C(C)(C)C)C(C)(C)C)c1-c1c(C(C)C)cc(C(C)C)cc1C(C)C.CCN=P(N=P(N(C)C)(N(C)C)N(C)C)(N(C)C)N(C)C.COC(=O)c1cc(-c2cccs2)on1. No catalyst specified. The product is Cc1ccc(Nc2ccccn2)cc1. The yield is 0.782. (2) The reactants are CCc1ccc(I)cc1.Cc1ccc(N)cc1.O=S(=O)(O[Pd]1c2ccccc2-c2ccccc2N~1)C(F)(F)F.CC(C)c1cc(C(C)C)c(-c2ccccc2P(C(C)(C)C)C(C)(C)C)c(C(C)C)c1.CN1CCCN2CCCN=C12.COC(=O)c1cc(-c2cccs2)on1. No catalyst specified. The product is CCc1ccc(Nc2ccc(C)cc2)cc1. The yield is 0.715. (3) The reactants are Clc1ccccn1.Cc1ccc(N)cc1.O=S(=O)(O[Pd]1c2ccccc2-c2ccccc2N~1)C(F)(F)F.CC(C)c1cc(C(C)C)c(-c2ccccc2P(C2CCCCC2)C2CCCCC2)c(C(C)C)c1.CCN=P(N=P(N(C)C)(N(C)C)N(C)C)(N(C)C)N(C)C.CCOC(=O)c1ccon1. No catalyst specified. The product is Cc1ccc(Nc2ccccn2)cc1. The yield is 0.